Task: Predict the product of the given reaction.. Dataset: Forward reaction prediction with 1.9M reactions from USPTO patents (1976-2016) Given the reactants C(NO)(O[CH2:4][CH:5]1[C:17]2[C:12](=[CH:13][CH:14]=[CH:15][CH:16]=2)[C:11]2[C:6]1=[CH:7][CH:8]=[CH:9][CH:10]=2)=O.CC[N:22]=C=NCCCN(C)C.[CH:31]1[CH:32]=[CH:33][C:34]2N(O)N=N[C:35]=2[CH:36]=1.COC(=O)C(N)(NC(=O)[C:55]1[CH:60]=[CH:59][C:58]([C:61]#[C:62]C#CC2C=CC(N)=CC=2)=[CH:57][CH:56]=1)CC(OC(C)(C)C)=O.CCN(C(C)C)C(C)C.[CH3:84][N:85]([CH:87]=[O:88])C, predict the reaction product. The product is: [C:5]([CH:4]([NH2:22])[CH2:84][NH:85][C:87](=[O:88])[C:55]1[CH:60]=[CH:59][C:58]([C:61]#[CH:62])=[CH:57][CH:56]=1)([C:6]1[CH:7]=[CH:8][CH:9]=[CH:10][CH:11]=1)([C:17]1[CH:16]=[CH:15][CH:14]=[CH:13][CH:12]=1)[C:35]1[CH:34]=[CH:33][CH:32]=[CH:31][CH:36]=1.